Dataset: Reaction yield outcomes from USPTO patents with 853,638 reactions. Task: Predict the reaction yield, written as a fraction of the theoretical maximum amount of product (1.0 means a 100% yield; for example, 0.34 means a 34% yield). (1) The reactants are [O:1]=[CH:2][CH:3]=[C:4]1[CH2:7][N:6]([C:8]([O:10][C:11]([CH3:14])([CH3:13])[CH3:12])=[O:9])[CH2:5]1.[C:15]([OH:18])(=[S:17])[CH3:16]. The catalyst is C1COCC1.N1CCCCC1. The product is [C:15]([S:17][C:4]1([CH2:3][CH:2]=[O:1])[CH2:7][N:6]([C:8]([O:10][C:11]([CH3:14])([CH3:13])[CH3:12])=[O:9])[CH2:5]1)(=[O:18])[CH3:16]. The yield is 0.880. (2) The reactants are [OH-].[Na+:2].[CH2:3]([C:10]1[CH:43]=[CH:42][C:13]([O:14][CH2:15][CH2:16][CH2:17][N:18]2[C:22]([CH3:23])=[CH:21][CH:20]=[C:19]2[C:24]2[CH:41]=[CH:40][C:27]([O:28][C@H:29]([CH2:33][C:34]3[CH:39]=[CH:38][CH:37]=[CH:36][CH:35]=3)[C:30]([OH:32])=[O:31])=[CH:26][CH:25]=2)=[CH:12][CH:11]=1)[CH2:4][CH2:5][CH2:6][CH2:7][CH2:8][CH3:9]. The catalyst is C(O)C. The product is [CH2:3]([C:10]1[CH:11]=[CH:12][C:13]([O:14][CH2:15][CH2:16][CH2:17][N:18]2[C:22]([CH3:23])=[CH:21][CH:20]=[C:19]2[C:24]2[CH:25]=[CH:26][C:27]([O:28][C@H:29]([CH2:33][C:34]3[CH:39]=[CH:38][CH:37]=[CH:36][CH:35]=3)[C:30]([O-:32])=[O:31])=[CH:40][CH:41]=2)=[CH:42][CH:43]=1)[CH2:4][CH2:5][CH2:6][CH2:7][CH2:8][CH3:9].[Na+:2]. The yield is 0.686. (3) The reactants are [OH:1][C:2]1[CH:7]=[CH:6][C:5]([CH2:8][CH:9]([NH:17][C:18](=[O:28])[C:19]2[CH:24]=[CH:23][C:22]([N+:25]([O-:27])=[O:26])=[CH:21][CH:20]=2)[C:10]([O:12][C:13]([CH3:16])([CH3:15])[CH3:14])=[O:11])=[CH:4][C:3]=1[O:29][CH3:30].[CH2:31]([O:38][C:39]1[CH:47]=[CH:46][C:42]([C:43](Cl)=[O:44])=[CH:41][CH:40]=1)[CH2:32][CH2:33][CH2:34][CH2:35][CH2:36][CH3:37]. The catalyst is C(Cl)Cl. The product is [CH2:31]([O:38][C:39]1[CH:40]=[CH:41][C:42]([C:43]([O:1][C:2]2[CH:7]=[CH:6][C:5]([CH2:8][CH:9]([NH:17][C:18](=[O:28])[C:19]3[CH:20]=[CH:21][C:22]([N+:25]([O-:27])=[O:26])=[CH:23][CH:24]=3)[C:10]([O:12][C:13]([CH3:16])([CH3:15])[CH3:14])=[O:11])=[CH:4][C:3]=2[O:29][CH3:30])=[O:44])=[CH:46][CH:47]=1)[CH2:32][CH2:33][CH2:34][CH2:35][CH2:36][CH3:37]. The yield is 0.860. (4) The reactants are [Cl:1][C:2]1[CH:3]=[C:4]2[N:11]([S:12]([C:15]3[CH:21]=[CH:20][C:18]([CH3:19])=[CH:17][CH:16]=3)(=[O:14])=[O:13])[CH:10]=[CH:9][C:5]2=[N+:6]([O-])[CH:7]=1.[CH3:22][N:23](C)C(Cl)=O.C[Si](C#N)(C)C. The catalyst is ClCCCl. The product is [Cl:1][C:2]1[CH:3]=[C:4]2[N:11]([S:12]([C:15]3[CH:21]=[CH:20][C:18]([CH3:19])=[CH:17][CH:16]=3)(=[O:14])=[O:13])[CH:10]=[CH:9][C:5]2=[N:6][C:7]=1[C:22]#[N:23]. The yield is 0.530.